This data is from NCI-60 drug combinations with 297,098 pairs across 59 cell lines. The task is: Regression. Given two drug SMILES strings and cell line genomic features, predict the synergy score measuring deviation from expected non-interaction effect. (1) Cell line: KM12. Drug 2: CC1=CC2C(CCC3(C2CCC3(C(=O)C)OC(=O)C)C)C4(C1=CC(=O)CC4)C. Synergy scores: CSS=-3.99, Synergy_ZIP=0.553, Synergy_Bliss=-3.36, Synergy_Loewe=-4.10, Synergy_HSA=-2.81. Drug 1: CC1=C(C=C(C=C1)NC2=NC=CC(=N2)N(C)C3=CC4=NN(C(=C4C=C3)C)C)S(=O)(=O)N.Cl. (2) Drug 1: C(=O)(N)NO. Drug 2: CNC(=O)C1=NC=CC(=C1)OC2=CC=C(C=C2)NC(=O)NC3=CC(=C(C=C3)Cl)C(F)(F)F. Cell line: NCI-H322M. Synergy scores: CSS=-4.30, Synergy_ZIP=2.24, Synergy_Bliss=1.62, Synergy_Loewe=-1.07, Synergy_HSA=-2.03. (3) Drug 1: CN(CC1=CN=C2C(=N1)C(=NC(=N2)N)N)C3=CC=C(C=C3)C(=O)NC(CCC(=O)O)C(=O)O. Drug 2: B(C(CC(C)C)NC(=O)C(CC1=CC=CC=C1)NC(=O)C2=NC=CN=C2)(O)O. Cell line: KM12. Synergy scores: CSS=47.1, Synergy_ZIP=-1.45, Synergy_Bliss=-1.78, Synergy_Loewe=-7.45, Synergy_HSA=-1.24. (4) Drug 1: COC1=C2C(=CC3=C1OC=C3)C=CC(=O)O2. Drug 2: C1C(C(OC1N2C=NC3=C2NC=NCC3O)CO)O. Cell line: SK-MEL-5. Synergy scores: CSS=3.32, Synergy_ZIP=-5.03, Synergy_Bliss=-8.49, Synergy_Loewe=-5.67, Synergy_HSA=-4.11.